From a dataset of Full USPTO retrosynthesis dataset with 1.9M reactions from patents (1976-2016). Predict the reactants needed to synthesize the given product. (1) Given the product [Cl:22][C:15]1[CH:14]=[CH:13][C:12]([C:10](=[O:11])[C:9]2[CH:23]=[CH:24][C:25]([O:26][CH3:27])=[C:7]([OH:6])[CH:8]=2)=[CH:17][C:16]=1[S:18]([NH2:21])(=[O:20])=[O:19], predict the reactants needed to synthesize it. The reactants are: C([Si](C)(C)[O:6][C:7]1[CH:8]=[C:9]([CH:23]=[CH:24][C:25]=1[O:26][CH3:27])[C:10]([C:12]1[CH:13]=[CH:14][C:15]([Cl:22])=[C:16]([S:18]([NH2:21])(=[O:20])=[O:19])[CH:17]=1)=[O:11])(C)(C)C.[F-].C([N+](CCCC)(CCCC)CCCC)CCC. (2) Given the product [Br:3][C:4]1[C:5]2[N:12]([CH3:13])[CH:11]=[CH:10][C:6]=2[CH:7]=[N:8][CH:9]=1, predict the reactants needed to synthesize it. The reactants are: [H-].[Na+].[Br:3][C:4]1[C:5]2[NH:12][CH:11]=[CH:10][C:6]=2[CH:7]=[N:8][CH:9]=1.[CH3:13]I. (3) The reactants are: O[CH2:2][CH2:3][CH2:4][N:5]1[C:9]2=[N:10][CH:11]=[CH:12][CH:13]=[C:8]2[C:7]([C:14]2[C:15](=[O:30])[NH:16][C:17](=[O:29])[C:18]=2[C:19]2[C:28]3[C:23](=[CH:24][CH:25]=[CH:26][CH:27]=3)[CH:22]=[CH:21][CH:20]=2)=[CH:6]1.[N:31]1[CH:36]=CC=C[CH:32]=1.CS(OS(C)(=O)=O)(=O)=O.CNC. Given the product [CH3:32][N:31]([CH3:36])[CH2:2][CH2:3][CH2:4][N:5]1[C:9]2=[N:10][CH:11]=[CH:12][CH:13]=[C:8]2[C:7]([C:14]2[C:15](=[O:30])[NH:16][C:17](=[O:29])[C:18]=2[C:19]2[C:28]3[C:23](=[CH:24][CH:25]=[CH:26][CH:27]=3)[CH:22]=[CH:21][CH:20]=2)=[CH:6]1, predict the reactants needed to synthesize it. (4) The reactants are: [F:1][C:2]1[CH:17]=[C:16]([O:18][CH2:19][C:20]2[CH:21]=[N:22][C:23]([O:26][CH3:27])=[CH:24][CH:25]=2)[C:15]([O:28][CH3:29])=[CH:14][C:3]=1[CH2:4][NH:5][C:6]1[C:7]([NH2:13])=[CH:8][C:9]([I:12])=[CH:10][CH:11]=1.[C:30]1(C)C=CC(S(O)(=O)=O)=CC=1. Given the product [F:1][C:2]1[CH:17]=[C:16]([O:18][CH2:19][C:20]2[CH:21]=[N:22][C:23]([O:26][CH3:27])=[CH:24][CH:25]=2)[C:15]([O:28][CH3:29])=[CH:14][C:3]=1[CH2:4][N:5]1[C:6]2[CH:11]=[CH:10][C:9]([I:12])=[CH:8][C:7]=2[N:13]=[CH:30]1, predict the reactants needed to synthesize it. (5) Given the product [C:9]([NH:8][CH2:7][CH2:6][CH2:5][S:2]([O:23][CH2:22][C:21]([CH3:25])([CH3:24])[CH2:20][NH:19][C:17]([O:16][C:12]([CH3:15])([CH3:14])[CH3:13])=[O:18])(=[O:4])=[O:3])(=[O:11])[CH3:10], predict the reactants needed to synthesize it. The reactants are: Cl[S:2]([CH2:5][CH2:6][CH2:7][NH:8][C:9](=[O:11])[CH3:10])(=[O:4])=[O:3].[C:12]([O:16][C:17]([NH:19][CH2:20][C:21]([CH3:25])([CH3:24])[CH2:22][OH:23])=[O:18])([CH3:15])([CH3:14])[CH3:13].N1C=CC=CC=1. (6) Given the product [Si:1]([O:8][C@H:9]([C@H:11]([NH:29][C:30](=[O:36])[O:31][C:32]([CH3:33])([CH3:35])[CH3:34])[C@@H:12]([OH:28])/[CH:13]=[CH:14]/[CH2:15][CH2:16][CH2:17][CH2:18][CH2:19][CH2:20][CH2:21][CH2:22][CH2:23][CH2:24][CH2:25][CH2:26][CH3:27])[CH3:10])([C:4]([CH3:5])([CH3:6])[CH3:7])([CH3:3])[CH3:2], predict the reactants needed to synthesize it. The reactants are: [Si:1]([O:8][C@H:9]([C@H:11]([NH:29][C:30](=[O:36])[O:31][C:32]([CH3:35])([CH3:34])[CH3:33])[C:12](=[O:28])/[CH:13]=[CH:14]/[CH2:15][CH2:16][CH2:17][CH2:18][CH2:19][CH2:20][CH2:21][CH2:22][CH2:23][CH2:24][CH2:25][CH2:26][CH3:27])[CH3:10])([C:4]([CH3:7])([CH3:6])[CH3:5])([CH3:3])[CH3:2].CCC(C)[BH-](C(C)CC)C(C)CC.[Li+].